Dataset: Reaction yield outcomes from USPTO patents with 853,638 reactions. Task: Predict the reaction yield, written as a fraction of the theoretical maximum amount of product (1.0 means a 100% yield; for example, 0.34 means a 34% yield). (1) The reactants are [CH3:1][C@@H:2]1[CH:7]=[CH:6][CH2:5][C:4]([CH3:9])([CH3:8])[C@H:3]1[CH2:10][C:11]#[N:12]. The catalyst is CCOC(C)=O.[Pd]. The product is [CH3:1][C@@H:2]1[CH2:7][CH2:6][CH2:5][C:4]([CH3:8])([CH3:9])[C@H:3]1[CH2:10][C:11]#[N:12]. The yield is 0.980. (2) The reactants are CO[C:3](=[O:25])[C:4]1[CH:9]=[CH:8][C:7]([O:10][CH2:11][C:12]2[C:13]([C:18]3[CH:23]=[CH:22][CH:21]=[CH:20][C:19]=3[F:24])=[N:14][O:15][C:16]=2[CH3:17])=[N:6][CH:5]=1.[NH2:26][CH:27]1[CH2:32][CH2:31][O:30][CH2:29][CH2:28]1. No catalyst specified. The product is [F:24][C:19]1[CH:20]=[CH:21][CH:22]=[CH:23][C:18]=1[C:13]1[C:12]([CH2:11][O:10][C:7]2[CH:8]=[CH:9][C:4]([C:3]([NH:26][CH:27]3[CH2:32][CH2:31][O:30][CH2:29][CH2:28]3)=[O:25])=[CH:5][N:6]=2)=[C:16]([CH3:17])[O:15][N:14]=1. The yield is 0.920. (3) The reactants are [CH2:1]([O:8][C:9]([CH2:11][N:12]1[C:17]([C:18]2[CH:23]=[CH:22][CH:21]=[C:20]([N+:24]([O-])=O)[CH:19]=2)=[C:16]([Cl:27])[N:15]=[C:14]([Cl:28])[C:13]1=[O:29])=[O:10])[C:2]1[CH:7]=[CH:6][CH:5]=[CH:4][CH:3]=1.CCOC(C)=O.Cl. The catalyst is CCO.[Fe]. The product is [ClH:27].[CH2:1]([O:8][C:9]([CH2:11][N:12]1[C:17]([C:18]2[CH:23]=[CH:22][CH:21]=[C:20]([NH2:24])[CH:19]=2)=[C:16]([Cl:27])[N:15]=[C:14]([Cl:28])[C:13]1=[O:29])=[O:10])[C:2]1[CH:7]=[CH:6][CH:5]=[CH:4][CH:3]=1. The yield is 0.800. (4) The reactants are C[O:2][C:3]1[C:8]([C:9]2[CH:10]=[CH:11][C:12]3[O:16][N:15]=[C:14]([N:17](C(OC(C)(C)C)=O)C(OC(C)(C)C)=O)[C:13]=3[CH:32]=2)=[CH:7][CH:6]=[CH:5][N:4]=1.B(Br)(Br)Br. The catalyst is ClCCl. The product is [NH2:17][C:14]1[C:13]2[CH:32]=[C:9]([C:8]3[C:3](=[O:2])[NH:4][CH:5]=[CH:6][CH:7]=3)[CH:10]=[CH:11][C:12]=2[O:16][N:15]=1. The yield is 0.620. (5) The reactants are [NH:1]([C:3]1[CH:8]=[CH:7][NH:6][C:5](=O)[CH:4]=1)[NH2:2].[CH3:10][C:11]([CH3:18])([CH3:17])[C:12](=O)[CH2:13][C:14]#[N:15]. No catalyst specified. The product is [NH2:15][C:14]1[N:1]([C:3]2[CH:8]=[CH:7][N:6]=[CH:5][CH:4]=2)[N:2]=[C:12]([C:11]([CH3:18])([CH3:17])[CH3:10])[CH:13]=1. The yield is 0.330.